This data is from Reaction yield outcomes from USPTO patents with 853,638 reactions. The task is: Predict the reaction yield, written as a fraction of the theoretical maximum amount of product (1.0 means a 100% yield; for example, 0.34 means a 34% yield). (1) The product is [C:1]([NH:4][C:5]1[CH:10]=[C:9]([C:11]2[N:12]([CH:30]=[CH2:31])[C:13]([C:24]([O:26][CH3:27])=[O:25])=[C:14]([C:16]3[CH:21]=[CH:20][C:19]([Cl:22])=[CH:18][C:17]=3[Cl:23])[N:15]=2)[C:8]([Br:28])=[CH:7][N:6]=1)(=[O:3])[CH3:2]. The reactants are [C:1]([NH:4][C:5]1[CH:10]=[C:9]([C:11]2[NH:12][C:13]([C:24]([O:26][CH3:27])=[O:25])=[C:14]([C:16]3[CH:21]=[CH:20][C:19]([Cl:22])=[CH:18][C:17]=3[Cl:23])[N:15]=2)[C:8]([Br:28])=[CH:7][N:6]=1)(=[O:3])[CH3:2].Br[CH2:30][CH2:31]Br.C(=O)([O-])[O-].[Cs+].[Cs+].C1CCN2C(=NCCC2)CC1. The yield is 0.340. The catalyst is CN(C=O)C.O. (2) The reactants are [CH3:1][C:2]1[C:16](=[O:17])[N:15]=[C:14]2[N:4]([C@@H:5]3[O:9][C@H:8]([CH2:10][OH:11])[C@@H:7]([OH:12])[C@@H:6]3[O:13]2)[CH:3]=1.[CH3:18][O:19][CH2:20][CH2:21][O:22]B([O:22][CH2:21][CH2:20][O:19][CH3:18])[O:22][CH2:21][CH2:20][O:19][CH3:18]. The catalyst is COCCO. The product is [CH3:18][O:19][CH2:20][CH2:21][O:22][C@@H:6]1[C@H:7]([OH:12])[C@@H:8]([CH2:10][OH:11])[O:9][C@H:5]1[N:4]1[CH:3]=[C:2]([CH3:1])[C:16](=[O:17])[NH:15][C:14]1=[O:13]. The yield is 0.630. (3) The reactants are [C:1]([C:3]1[CH:8]=[CH:7][C:6]([C:9]2[CH:10]=[N:11][N:12]3[CH:17]=[CH:16][C:15]([C:18]4[CH:26]=[CH:25][C:21]([C:22]([OH:24])=O)=[CH:20][CH:19]=4)=[N:14][C:13]=23)=[CH:5][CH:4]=1)#[N:2].CN1CCOCC1.CN(C(ON1N=NC2C=CC=NC1=2)=[N+](C)C)C.F[P-](F)(F)(F)(F)F.[N:58]1([C:64]([O:66][C:67]([CH3:70])([CH3:69])[CH3:68])=[O:65])[CH2:63][CH2:62][NH:61][CH2:60][CH2:59]1. The catalyst is CN(C=O)C.CCOC(C)=O. The product is [C:1]([C:3]1[CH:4]=[CH:5][C:6]([C:9]2[CH:10]=[N:11][N:12]3[CH:17]=[CH:16][C:15]([C:18]4[CH:19]=[CH:20][C:21]([C:22]([N:61]5[CH2:60][CH2:59][N:58]([C:64]([O:66][C:67]([CH3:70])([CH3:69])[CH3:68])=[O:65])[CH2:63][CH2:62]5)=[O:24])=[CH:25][CH:26]=4)=[N:14][C:13]=23)=[CH:7][CH:8]=1)#[N:2]. The yield is 0.420. (4) The reactants are [NH2:1][CH2:2][C:3]1[N:4]=[C:5]([NH:8][C:9]([NH:11][C:12]2[CH:17]=[CH:16][C:15]([CH3:18])=[CH:14][C:13]=2[C:19]([CH:21]2[CH2:25][CH2:24][CH2:23][CH2:22]2)=[O:20])=[O:10])[S:6][CH:7]=1.CC([O:30][C:31]([NH:33][CH2:34][C:35](O)=[O:36])=O)(C)C. No catalyst specified. The product is [CH:21]1([C:19]([C:13]2[CH:14]=[C:15]([CH3:18])[CH:16]=[CH:17][C:12]=2[NH:11][C:9]([NH:8][C:5]2[S:6][CH:7]=[C:3]([CH2:2][N:1]3[C:35](=[O:36])[CH2:34][NH:33][C:31]3=[O:30])[N:4]=2)=[O:10])=[O:20])[CH2:25][CH2:24][CH2:23][CH2:22]1. The yield is 0.690. (5) The product is [O:1]=[C:2]1[C:11]2[CH:10]=[C:9]([O:12][CH:13]([CH3:14])[CH3:15])[CH:8]=[C:7]([C:16]([OH:18])=[O:17])[C:6]=2[CH2:5][CH2:4][NH:3]1. The catalyst is CO. The reactants are [O:1]=[C:2]1[C:11]2[CH:10]=[C:9]([O:12][CH:13]([CH3:15])[CH3:14])[CH:8]=[C:7]([C:16]([O:18]C)=[O:17])[C:6]=2[CH2:5][CH2:4][NH:3]1.[OH-].[Na+]. The yield is 0.970. (6) The reactants are Br[C:2]1[S:3][CH:4]=[CH:5][N:6]=1.C(N(CC)CC)C.[CH:14]1([CH2:20][C:21]#[CH:22])[CH2:19][CH2:18][CH2:17][CH2:16][CH2:15]1.CCCCCC. The catalyst is COCCOC.[Cu]I.Cl[Pd](Cl)([P](C1C=CC=CC=1)(C1C=CC=CC=1)C1C=CC=CC=1)[P](C1C=CC=CC=1)(C1C=CC=CC=1)C1C=CC=CC=1.C(OCC)(=O)C. The product is [CH:14]1([CH2:20][C:21]#[C:22][C:2]2[S:3][CH:4]=[CH:5][N:6]=2)[CH2:19][CH2:18][CH2:17][CH2:16][CH2:15]1. The yield is 0.460. (7) The reactants are C(N(CC)CC)C.[CH3:8][O:9][CH2:10][C:11]([OH:13])=O.Cl.[CH3:15][NH:16][O:17][CH3:18]. The catalyst is C(Cl)Cl. The product is [CH3:18][O:17][N:16]([CH3:15])[C:11](=[O:13])[CH2:10][O:9][CH3:8]. The yield is 0.640. (8) The reactants are C(NC[C@@H]1C[C@H](O)C1)C1C=CC=CC=1.[OH:15][C@@H:16]1[CH2:19][C@H:18]([CH2:20][N:21]([CH3:29])[C:22](=[O:28])[O:23][C:24]([CH3:27])([CH3:26])[CH3:25])[CH2:17]1.C(N(CC)CC)C.[CH3:37][S:38](Cl)(=[O:40])=[O:39]. The catalyst is C(Cl)Cl.O. The product is [CH3:37][S:38]([O:15][C@H:16]1[CH2:19][C@@H:18]([CH2:20][N:21]([C:22]([O:23][C:24]([CH3:25])([CH3:26])[CH3:27])=[O:28])[CH3:29])[CH2:17]1)(=[O:40])=[O:39]. The yield is 0.960.